From a dataset of Full USPTO retrosynthesis dataset with 1.9M reactions from patents (1976-2016). Predict the reactants needed to synthesize the given product. Given the product [CH2:10]([O:9][C:8](=[O:11])[CH2:7][C@H:2]([CH3:12])[CH2:1][Br:4])[CH3:6], predict the reactants needed to synthesize it. The reactants are: [C:1]([Br:4])(=O)[CH3:2].C[C@@H:6]1[CH2:10][O:9][C:8](=[O:11])[CH2:7]1.[CH2:12](O)C.